Dataset: Forward reaction prediction with 1.9M reactions from USPTO patents (1976-2016). Task: Predict the product of the given reaction. (1) Given the reactants [CH3:1][O:2][C:3]1[CH:4]=[C:5]([CH:8]=[C:9]([O:11][CH3:12])[CH:10]=1)[CH:6]=O.[CH3:13][C:14]([C:16]1[CH:17]=[CH:18][CH:19]=[C:20]([OH:22])[CH:21]=1)=[O:15], predict the reaction product. The product is: [CH3:1][O:2][C:3]1[CH:4]=[C:5]([CH:6]=[CH:13][C:14]([C:16]2[CH:17]=[CH:18][CH:19]=[C:20]([OH:22])[CH:21]=2)=[O:15])[CH:8]=[C:9]([O:11][CH3:12])[CH:10]=1. (2) The product is: [CH2:1]([O:3][C:4](=[O:19])[CH2:5][CH2:6][NH:7][C:8](=[O:18])[C@H:9]([CH2:11][C:12]1[CH:13]=[CH:14][CH:15]=[CH:16][CH:17]=1)[NH:10][CH2:28][C:29]([O:31][CH2:32][CH3:33])=[O:30])[CH3:2]. Given the reactants [CH2:1]([O:3][C:4](=[O:19])[CH2:5][CH2:6][NH:7][C:8](=[O:18])[C@H:9]([CH2:11][C:12]1[CH:17]=[CH:16][CH:15]=[CH:14][CH:13]=1)[NH2:10])[CH3:2].C(N(CC)CC)C.Br[CH2:28][C:29]([O:31][CH2:32][CH3:33])=[O:30], predict the reaction product. (3) Given the reactants [CH2:1](N1CCCC(CCN2C(OC)=NC3C2=NC(O[C@@H](C)CCC)=NC=3N)C1)[CH3:2].[CH3:29][C@H:30]([O:34][C:35]1[N:43]=[C:42]2[C:38]([N:39]=[C:40]([O:54][CH3:55])[N:41]2[CH2:44][CH2:45][CH2:46][CH2:47][CH:48]2[CH2:53][CH2:52][CH2:51][NH:50][CH2:49]2)=[C:37]([NH2:56])[N:36]=1)[CH2:31][CH2:32][CH3:33].ICC, predict the reaction product. The product is: [CH2:1]([N:50]1[CH2:51][CH2:52][CH2:53][CH:48]([CH2:47][CH2:46][CH2:45][CH2:44][N:41]2[C:40]([O:54][CH3:55])=[N:39][C:38]3[C:42]2=[N:43][C:35]([O:34][C@@H:30]([CH3:29])[CH2:31][CH2:32][CH3:33])=[N:36][C:37]=3[NH2:56])[CH2:49]1)[CH3:2]. (4) Given the reactants [CH2:1]([C:3]1[CH:8]=[CH:7][C:6]([C@H:9]2[CH2:14][C@@H:13]([C:15]([F:18])([F:17])[F:16])[N:12]3[N:19]=[CH:20][C:21]([C:22]([OH:24])=O)=[C:11]3[NH:10]2)=[CH:5][CH:4]=1)[CH3:2].CN(C(ON1N=NC2C=CC=NC1=2)=[N+](C)C)C.F[P-](F)(F)(F)(F)F.C(N(CC)C(C)C)(C)C.[F:58][C:59]1[CH:60]=[C:61]([CH:64]=[C:65]([F:67])[CH:66]=1)[CH2:62][NH2:63], predict the reaction product. The product is: [F:58][C:59]1[CH:60]=[C:61]([CH2:62][NH:63][C:22]([C:21]2[CH:20]=[N:19][N:12]3[C@H:13]([C:15]([F:18])([F:17])[F:16])[CH2:14][C@H:9]([C:6]4[CH:7]=[CH:8][C:3]([CH2:1][CH3:2])=[CH:4][CH:5]=4)[NH:10][C:11]=23)=[O:24])[CH:64]=[C:65]([F:67])[CH:66]=1. (5) Given the reactants CS(Cl)(=O)=O.Cl[C:7]1[C:8]2[CH:15]=[CH:14][NH:13][C:9]=2[N:10]=[CH:11][N:12]=1.C(=O)(O)[O-].[Na+].[CH2:21]([N:28]1[CH2:33][CH2:32][C@@H:31]([CH3:34])[C@@H:30]([NH:35][CH3:36])[CH2:29]1)[C:22]1[CH:27]=[CH:26][CH:25]=[CH:24][CH:23]=1, predict the reaction product. The product is: [CH2:21]([N:28]1[CH2:33][CH2:32][C@@H:31]([CH3:34])[C@@H:30]([N:35]([CH3:36])[C:7]2[C:8]3[CH:15]=[CH:14][NH:13][C:9]=3[N:10]=[CH:11][N:12]=2)[CH2:29]1)[C:22]1[CH:23]=[CH:24][CH:25]=[CH:26][CH:27]=1. (6) Given the reactants [CH3:1][S:2](=[O:24])([C:18]1[CH:23]=[CH:22][CH:21]=[CH:20][CH:19]=1)=[N:3][C:4](=[O:17])[C:5]1[CH:10]=[C:9]([C:11]#[C:12][Si](C)(C)C)[CH:8]=[N:7][CH:6]=1.Br[C:26]1[S:30][C:29]([NH:31][C:32](=[O:38])[O:33][C:34]([CH3:37])([CH3:36])[CH3:35])=[N:28][CH:27]=1.C1(P(C2C=CC=CC=2)C2C=CC=CC=2)C=CC=CC=1.C(N(CC)CC)C.[H][H].N#N.[F-].C([N+](CCCC)(CCCC)CCCC)CCC, predict the reaction product. The product is: [CH3:1][S@:2](=[N:3][C:4]([C:5]1[CH:10]=[C:9]([C:11]#[C:12][C:26]2[S:30][C:29]([NH:31][C:32](=[O:38])[O:33][C:34]([CH3:36])([CH3:35])[CH3:37])=[N:28][CH:27]=2)[CH:8]=[N:7][CH:6]=1)=[O:17])(=[O:24])[C:18]1[CH:23]=[CH:22][CH:21]=[CH:20][CH:19]=1. (7) Given the reactants [F:1][C:2]1[CH:3]=[C:4]([CH:7]=[CH:8][N:9]=1)C#N.C[Mg]Br.CCCCCC.CC[O:21][CH2:22][CH3:23], predict the reaction product. The product is: [F:1][C:2]1[CH:3]=[C:4]([C:22](=[O:21])[CH3:23])[CH:7]=[CH:8][N:9]=1.